Dataset: Reaction yield outcomes from USPTO patents with 853,638 reactions. Task: Predict the reaction yield, written as a fraction of the theoretical maximum amount of product (1.0 means a 100% yield; for example, 0.34 means a 34% yield). (1) The reactants are [F:1][CH2:2][CH2:3][N:4]1[CH2:7][CH:6]([NH:8][C:9]2[CH:14]=[CH:13][C:12]([N+:15]([O-])=O)=[C:11]([O:18][CH3:19])[CH:10]=2)[CH2:5]1. The catalyst is O1CCOCC1.[Pd]. The product is [F:1][CH2:2][CH2:3][N:4]1[CH2:7][CH:6]([NH:8][C:9]2[CH:14]=[CH:13][C:12]([NH2:15])=[C:11]([O:18][CH3:19])[CH:10]=2)[CH2:5]1. The yield is 0.680. (2) The product is [N:9]1[CH:14]=[CH:13][CH:12]=[C:11]([C@@H:15]2[CH2:2][C@H:16]2[C:17]([O:19][CH2:20][CH3:21])=[O:18])[CH:10]=1. The yield is 0.371. The reactants are [I-].[CH3:2][S+](C)(C)=O.[H-].[Na+].[N:9]1[CH:14]=[CH:13][CH:12]=[C:11](/[CH:15]=[CH:16]/[C:17]([O:19][CH2:20][CH3:21])=[O:18])[CH:10]=1. The catalyst is CS(C)=O. (3) The reactants are [CH3:1][C:2]1([CH3:38])[CH2:10][C@H:9]([NH:11][C:12]2[C:17]([F:18])=[CH:16][N:15]=[C:14]([NH:19][C:20]3[C:21]([F:37])=[CH:22][C:23]([C:33]#[C:34][CH2:35][OH:36])=[C:24]([N:26]4[C:30](=[O:31])[N:29]([CH3:32])[N:28]=[N:27]4)[CH:25]=3)[N:13]=2)[CH2:8][C@H:7]2[N:3]1[CH2:4][CH2:5][CH2:6]2. The catalyst is CO.[Pd]. The product is [CH3:1][C:2]1([CH3:38])[CH2:10][C@H:9]([NH:11][C:12]2[C:17]([F:18])=[CH:16][N:15]=[C:14]([NH:19][C:20]3[C:21]([F:37])=[CH:22][C:23]([CH2:33][CH2:34][CH2:35][OH:36])=[C:24]([N:26]4[C:30](=[O:31])[N:29]([CH3:32])[N:28]=[N:27]4)[CH:25]=3)[N:13]=2)[CH2:8][C@H:7]2[N:3]1[CH2:4][CH2:5][CH2:6]2. The yield is 0.630. (4) The product is [NH2:20][C:17]1[CH:18]=[CH:19][C:14]([S:11]([NH:10][C:8]2[S:9][C:5]([C:1]([CH3:4])([CH3:3])[CH3:2])=[N:6][N:7]=2)(=[O:13])=[O:12])=[CH:15][CH:16]=1. The reactants are [C:1]([C:5]1[S:9][C:8]([NH:10][S:11]([C:14]2[CH:19]=[CH:18][C:17]([NH:20]C(=O)C)=[CH:16][CH:15]=2)(=[O:13])=[O:12])=[N:7][N:6]=1)([CH3:4])([CH3:3])[CH3:2].C([O-])([O-])=O.[Na+].[Na+]. The catalyst is Cl. The yield is 0.740. (5) The reactants are [H-].[Na+].[CH2:3]([O:5][C:6](=[O:14])[CH:7]([CH3:13])[C:8]([O:10][CH2:11][CH3:12])=[O:9])[CH3:4].I[CH2:16][CH2:17][C:18]1[S:19][CH:20]=[CH:21][CH:22]=1. The catalyst is CN(C)C=O. The product is [CH2:3]([O:5][C:6](=[O:14])[C:7]([CH2:16][CH2:17][C:18]1[S:19][CH:20]=[CH:21][CH:22]=1)([CH3:13])[C:8]([O:10][CH2:11][CH3:12])=[O:9])[CH3:4]. The yield is 0.650.